Dataset: Full USPTO retrosynthesis dataset with 1.9M reactions from patents (1976-2016). Task: Predict the reactants needed to synthesize the given product. (1) Given the product [CH2:39]([C:36]1[CH:35]=[CH:34][C:33]([CH2:32][C:4]2[CH:5]=[C:6]([C:8]3([O:26][C@H:25]([CH2:27][O:28][C:29](=[O:31])[CH3:30])[C@@H:20]([O:21][C:22](=[O:24])[CH3:23])[C@H:15]([O:16][C:17](=[O:19])[CH3:18])[C@H:10]3[O:11][C:12](=[O:14])[CH3:13])[OH:9])[CH:7]=[C:2]([B:51]3[O:52][C:53]([CH3:58])([CH3:59])[C:54]([CH3:56])([CH3:57])[O:55]3)[C:3]=2[CH3:41])=[CH:38][CH:37]=1)[CH3:40], predict the reactants needed to synthesize it. The reactants are: Br[C:2]1[CH:7]=[C:6]([C:8]2([O:26][C@H:25]([CH2:27][O:28][C:29](=[O:31])[CH3:30])[C@@H:20]([O:21][C:22](=[O:24])[CH3:23])[C@H:15]([O:16][C:17](=[O:19])[CH3:18])[C@H:10]2[O:11][C:12](=[O:14])[CH3:13])[OH:9])[CH:5]=[C:4]([CH2:32][C:33]2[CH:38]=[CH:37][C:36]([CH2:39][CH3:40])=[CH:35][CH:34]=2)[C:3]=1[CH3:41].[B:51]1([B:51]2[O:55][C:54]([CH3:57])([CH3:56])[C:53]([CH3:59])([CH3:58])[O:52]2)[O:55][C:54]([CH3:57])([CH3:56])[C:53]([CH3:59])([CH3:58])[O:52]1.C([O-])(=O)C.[K+].C. (2) Given the product [CH3:10][O:11][CH2:12][CH2:13][O:7][C:1]1[CH:6]=[CH:5][CH:4]=[CH:3][CH:2]=1, predict the reactants needed to synthesize it. The reactants are: [C:1]1([OH:7])[CH:6]=[CH:5][CH:4]=[CH:3][CH:2]=1.[H-].[Na+].[CH3:10][O:11][CH2:12][CH2:13]Br.O. (3) The reactants are: N1C=CN=CC=1[N:7]1[CH2:12][CH2:11][CH:10]([NH2:13])[CH2:9][CH2:8]1.ClCC([N:18]1[CH2:22][C:21](F)(F)C[C@H:19]1[C:25]#[N:26])=O.C(N=P1(N(CC)CC)N(C)CCCN1C)(C)(C)C.Cl. Given the product [N:18]1[CH:19]=[CH:25][N:26]=[CH:21][C:22]=1[CH:12]1[CH2:11][CH:10]([NH2:13])[CH2:9][CH2:8][NH:7]1, predict the reactants needed to synthesize it. (4) Given the product [F:5][C:6]1[CH:14]=[CH:13][C:9]([C:10]([NH:1][C:2](=[S:3])[NH:15][C:16]2[CH:21]=[N:20][CH:19]=[C:18]([C:22]3[S:26][C:25]([C:27]4[CH:28]=[C:29]5[C:33](=[CH:34][CH:35]=4)[C:32](=[O:36])[N:31]([CH3:37])[CH2:30]5)=[CH:24][CH:23]=3)[CH:17]=2)=[O:11])=[CH:8][CH:7]=1, predict the reactants needed to synthesize it. The reactants are: [N-:1]=[C:2]=[S:3].[K+].[F:5][C:6]1[CH:14]=[CH:13][C:9]([C:10](Cl)=[O:11])=[CH:8][CH:7]=1.[NH2:15][C:16]1[CH:17]=[C:18]([C:22]2[S:26][C:25]([C:27]3[CH:28]=[C:29]4[C:33](=[CH:34][CH:35]=3)[C:32](=[O:36])[N:31]([CH3:37])[CH2:30]4)=[CH:24][CH:23]=2)[CH:19]=[N:20][CH:21]=1. (5) Given the product [CH2:11]([S:10][C:4]1[N:3]=[C:2]([N:1]=[CH:20][N:21]([CH3:23])[CH3:22])[C:7]([C:8]#[N:9])=[CH:6][N:5]=1)[C:12]1[CH:17]=[CH:16][CH:15]=[CH:14][CH:13]=1, predict the reactants needed to synthesize it. The reactants are: [NH2:1][C:2]1[C:7]([C:8]#[N:9])=[CH:6][N:5]=[C:4]([S:10][CH2:11][C:12]2[CH:17]=[CH:16][CH:15]=[CH:14][CH:13]=2)[N:3]=1.CO[CH:20](OC)[N:21]([CH3:23])[CH3:22].C(C1C(N=CN(C)C)=NC(SCC)=NC=1)#N.